From a dataset of Retrosynthesis with 50K atom-mapped reactions and 10 reaction types from USPTO. Predict the reactants needed to synthesize the given product. (1) Given the product CCc1cc(NC(=O)c2ccccc2F)ccc1C(=O)NN, predict the reactants needed to synthesize it. The reactants are: CCc1cc(NC(=O)c2ccccc2F)ccc1C(=O)NNC(=O)OC(C)(C)C. (2) Given the product Cn1cc(CCN)cn1, predict the reactants needed to synthesize it. The reactants are: Cn1cc(CCNC(=O)OCc2ccccc2)cn1. (3) Given the product C=CCc1cc(C)ccc1CO, predict the reactants needed to synthesize it. The reactants are: C=CCc1cc(C)ccc1C(=O)OC. (4) Given the product O=C(O)Cc1ccc2nc(-c3cccc4ccccc34)oc2c1, predict the reactants needed to synthesize it. The reactants are: COC(=O)Cc1ccc2nc(-c3cccc4ccccc34)oc2c1. (5) The reactants are: O=[N+]([O-])c1ccc2c(c1)OS(=O)(=O)N2. Given the product Nc1ccc2c(c1)OS(=O)(=O)N2, predict the reactants needed to synthesize it. (6) Given the product COC(=O)c1cc(C)cc(C)c1N(Cc1cccc(Br)c1)S(=O)(=O)c1ccc(OC)cc1, predict the reactants needed to synthesize it. The reactants are: BrCc1cccc(Br)c1.COC(=O)c1cc(C)cc(C)c1NS(=O)(=O)c1ccc(OC)cc1. (7) Given the product CC(=O)OC[C@H](CCC(=O)O)N(C)C(=O)c1ccc2c(c1)c1c(n2C)CC[C@@H](C2CCOCC2)C1, predict the reactants needed to synthesize it. The reactants are: CC(=O)OC[C@H](CCC(=O)OCc1ccccc1)N(C)C(=O)c1ccc2c(c1)c1c(n2C)CC[C@@H](C2CCOCC2)C1.